This data is from Forward reaction prediction with 1.9M reactions from USPTO patents (1976-2016). The task is: Predict the product of the given reaction. Given the reactants [NH3:1].[OH:2][CH:3]([C:10]1[CH:15]=[CH:14][C:13]([C:16]2[N:20]=[C:19]([C:21]3[CH:26]=[C:25]([CH3:27])[N:24]=[C:23]([NH:28][CH:29]([CH3:31])[CH3:30])[N:22]=3)[O:18][N:17]=2)=[CH:12][CH:11]=1)[CH2:4]OS(C)(=O)=O, predict the reaction product. The product is: [NH2:1][CH2:4][CH:3]([C:10]1[CH:11]=[CH:12][C:13]([C:16]2[N:20]=[C:19]([C:21]3[CH:31]=[C:29]([CH3:30])[N:28]=[C:23]([NH:24][CH:25]([CH3:26])[CH3:27])[N:22]=3)[O:18][N:17]=2)=[CH:14][CH:15]=1)[OH:2].